From a dataset of Peptide-MHC class II binding affinity with 134,281 pairs from IEDB. Regression. Given a peptide amino acid sequence and an MHC pseudo amino acid sequence, predict their binding affinity value. This is MHC class II binding data. The binding affinity (normalized) is 0.474. The peptide sequence is EIKSTKPEASSGEPVVVHIT. The MHC is HLA-DPA10103-DPB10301 with pseudo-sequence HLA-DPA10103-DPB10301.